This data is from Catalyst prediction with 721,799 reactions and 888 catalyst types from USPTO. The task is: Predict which catalyst facilitates the given reaction. (1) Reactant: [CH2:1]([N:8]1[CH:12]=[CH:11][C:10]([C:13]2[CH:18]=[CH:17][C:16]([Cl:19])=[CH:15][CH:14]=2)=[C:9]1[C:20]([O:22]CC)=[O:21])[C:2]1[CH:7]=[CH:6][CH:5]=[CH:4][CH:3]=1.C1COCC1.[OH-].[Na+]. Product: [CH2:1]([N:8]1[CH:12]=[CH:11][C:10]([C:13]2[CH:14]=[CH:15][C:16]([Cl:19])=[CH:17][CH:18]=2)=[C:9]1[C:20]([OH:22])=[O:21])[C:2]1[CH:3]=[CH:4][CH:5]=[CH:6][CH:7]=1. The catalyst class is: 5. (2) Product: [CH3:3][NH:4][C:5]([C:7]1[C:11]2[CH:12]=[C:13]([Br:21])[C:14]([N:16]([S:17]([CH3:20])(=[O:18])=[O:19])[CH3:29])=[CH:15][C:10]=2[O:9][C:8]=1[C:22]1[CH:27]=[CH:26][C:25]([F:28])=[CH:24][CH:23]=1)=[O:6]. The catalyst class is: 3. Reactant: CI.[CH3:3][NH:4][C:5]([C:7]1[C:11]2[CH:12]=[C:13]([Br:21])[C:14]([NH:16][S:17]([CH3:20])(=[O:19])=[O:18])=[CH:15][C:10]=2[O:9][C:8]=1[C:22]1[CH:27]=[CH:26][C:25]([F:28])=[CH:24][CH:23]=1)=[O:6].[C:29]([O-])([O-])=O.[K+].[K+]. (3) Reactant: Br[C:2]1[CH:3]=[C:4]([NH:10][C:11]2[CH:16]=[C:15]([CH3:17])[N:14]=[C:13]([CH3:18])[N:12]=2)[C:5](=[O:9])[N:6]([CH3:8])[CH:7]=1.[B:19]1([B:19]2[O:23][C:22]([CH3:25])([CH3:24])[C:21]([CH3:27])([CH3:26])[O:20]2)[O:23][C:22]([CH3:25])([CH3:24])[C:21]([CH3:27])([CH3:26])[O:20]1.CC(C1C=C(C(C)C)C(C2C=CC=CC=2P(C2CCCCC2)C2CCCCC2)=C(C(C)C)C=1)C.C([O-])(=O)C.[K+]. Product: [CH3:18][C:13]1[N:12]=[C:11]([NH:10][C:4]2[C:5](=[O:9])[N:6]([CH3:8])[CH:7]=[C:2]([B:19]3[O:23][C:22]([CH3:25])([CH3:24])[C:21]([CH3:27])([CH3:26])[O:20]3)[CH:3]=2)[CH:16]=[C:15]([CH3:17])[N:14]=1. The catalyst class is: 102. (4) Reactant: [OH:1][C:2]1[CH:7]=[CH:6][C:5]([C:8]2[CH:13]=[C:12]([CH2:14][CH2:15][CH3:16])[CH:11]=[C:10]([C:17]#[N:18])[C:9]=2[CH2:19][C:20]([CH3:22])=[CH2:21])=[CH:4][CH:3]=1.[NH2:23][OH:24]. Product: [OH:24][N:23]=[C:17]([C:10]1[C:9]([CH2:19][C:20]([CH3:22])=[CH2:21])=[C:8]([C:5]2[CH:4]=[CH:3][C:2]([OH:1])=[CH:7][CH:6]=2)[CH:13]=[C:12]([CH2:14][CH2:15][CH3:16])[CH:11]=1)[NH2:18]. The catalyst class is: 16. (5) Reactant: [CH3:1][O:2][C:3]1[CH:27]=[CH:26][C:6]2[C:7]([C:20]#[C:21][CH2:22][CH2:23][CH2:24][OH:25])=[C:8]([C:12]3[CH:17]=[CH:16][CH:15]=[C:14]([O:18][CH3:19])[CH:13]=3)[CH2:9][CH2:10][CH2:11][C:5]=2[CH:4]=1. Product: [CH3:1][O:2][C:3]1[CH:27]=[CH:26][C:6]2[C:7]([CH2:20][CH2:21][CH2:22][CH2:23][CH2:24][OH:25])=[C:8]([C:12]3[CH:17]=[CH:16][CH:15]=[C:14]([O:18][CH3:19])[CH:13]=3)[CH2:9][CH2:10][CH2:11][C:5]=2[CH:4]=1. The catalyst class is: 312. (6) Reactant: CC(C)([O-])C.[K+].[CH3:7][O:8][CH2:9][C@H:10]1[CH2:14][CH2:13][CH2:12][N:11]1[S:15]([C:18]1[CH:19]=[C:20]2[C:24](=[CH:25][CH:26]=1)[NH:23][C:22](=[O:27])[C:21]12[O:32][CH2:31][CH2:30][CH2:29][O:28]1)(=[O:17])=[O:16].Cl[CH2:34][C:35]([CH3:39])([CH3:38])[C:36]#[N:37].O. Product: [CH3:7][O:8][CH2:9][C@H:10]1[CH2:14][CH2:13][CH2:12][N:11]1[S:15]([C:18]1[CH:19]=[C:20]2[C:24](=[CH:25][CH:26]=1)[N:23]([CH2:34][C:35]([CH3:39])([CH3:38])[C:36]#[N:37])[C:22](=[O:27])[C:21]12[O:32][CH2:31][CH2:30][CH2:29][O:28]1)(=[O:17])=[O:16]. The catalyst class is: 16.